Dataset: Catalyst prediction with 721,799 reactions and 888 catalyst types from USPTO. Task: Predict which catalyst facilitates the given reaction. (1) Reactant: [F:1][C:2]1[CH:15]=[CH:14][C:5]([O:6][CH2:7][CH:8]2[O:12][C:11]([NH2:13])=[N:10][CH2:9]2)=[CH:4][CH:3]=1.[C:16](OCC)(=[O:19])[C:17]#[CH:18]. Product: [F:1][C:2]1[CH:15]=[CH:14][C:5]([O:6][CH2:7][CH:8]2[O:12][C:11]3=[N:13][C:16](=[O:19])[CH:17]=[CH:18][N:10]3[CH2:9]2)=[CH:4][CH:3]=1. The catalyst class is: 8. (2) The catalyst class is: 5. Reactant: [CH3:1][O:2][C:3]1[C:12]2[CH2:11][C@@H:10]([NH:13]C(=O)C(F)(F)F)[CH2:9][CH2:8][C:7]=2[C:6]([N:20]2[CH2:25][CH2:24][N:23]([C:26]([O:28][C:29]([CH3:32])([CH3:31])[CH3:30])=[O:27])[CH2:22][CH2:21]2)=[CH:5][CH:4]=1.[OH-].[Na+]. Product: [NH2:13][C@H:10]1[CH2:9][CH2:8][C:7]2[C:6]([N:20]3[CH2:21][CH2:22][N:23]([C:26]([O:28][C:29]([CH3:30])([CH3:31])[CH3:32])=[O:27])[CH2:24][CH2:25]3)=[CH:5][CH:4]=[C:3]([O:2][CH3:1])[C:12]=2[CH2:11]1. (3) Reactant: O.[C@@H:2]1([N:10]2[C:20]3[N:19]=[C:17]([NH2:18])[NH:16][C:14](=[O:15])[C:13]=3[N:12]=[CH:11]2)[O:9][C@H:6]([CH2:7][OH:8])[C@@H:4]([OH:5])[CH2:3]1.N1C=CC=CC=1.CO[C:29]([N:33]1[CH2:38][CH2:37][O:36][CH2:35][CH2:34]1)(OC)[CH3:30]. Product: [O:36]1[CH2:37][CH2:38][N:33]([C:29](=[N:18][C:17]2[NH:16][C:14](=[O:15])[C:13]3[N:12]=[CH:11][N:10]([C:20]=3[N:19]=2)[C@@H:2]2[O:9][C@H:6]([CH2:7][OH:8])[C@@H:4]([OH:5])[CH2:3]2)[CH3:30])[CH2:34][CH2:35]1. The catalyst class is: 5. (4) Reactant: C([N:4]1[CH:9]([CH3:10])[CH2:8][N:7]([C:11]2[CH:16]=[CH:15][C:14]([C:17]3[NH:26][C:25](=[O:27])[C:24]4[C:19](=[CH:20][C:21]([O:30][CH3:31])=[CH:22][C:23]=4[O:28][CH3:29])[N:18]=3)=[CH:13][CH:12]=2)[CH2:6][CH:5]1[CH3:32])(=O)C.[OH-].[Na+]. Product: [CH3:10][C@H:9]1[NH:4][C@@H:5]([CH3:32])[CH2:6][N:7]([C:11]2[CH:16]=[CH:15][C:14]([C:17]3[NH:26][C:25](=[O:27])[C:24]4[C:19](=[CH:20][C:21]([O:30][CH3:31])=[CH:22][C:23]=4[O:28][CH3:29])[N:18]=3)=[CH:13][CH:12]=2)[CH2:8]1. The catalyst class is: 33. (5) Product: [CH2:10]([O:3][C:4]([CH3:9])([CH3:8])[C:5]([O:7][CH2:10][C:11]1[CH:16]=[CH:15][CH:14]=[CH:13][CH:12]=1)=[O:6])[C:11]1[CH:16]=[CH:15][CH:14]=[CH:13][CH:12]=1. Reactant: [H-].[Na+].[OH:3][C:4]([CH3:9])([CH3:8])[C:5]([OH:7])=[O:6].[CH2:10](Br)[C:11]1[CH:16]=[CH:15][CH:14]=[CH:13][CH:12]=1. The catalyst class is: 3. (6) Reactant: C1N=C(N)C2N=CN([C@@H]3O[C@H](CO)[C@@H](O)[C@@H]3O)C=2N=1.C[C@]1(O)[C@@H]2C(=C(O)[C@]3(O)C(=O)C(C(N)=O)=C(O)[C@@H](N(C)C)[C@@H]3C2)C(=O)C2C(O)=CC=CC1=2.C1[C@H](N)[C@@H]([O:59][C@H:60]2[O:65][C@H:64]([CH2:66]N)[C@@H:63]([OH:68])[C@H:62]([OH:69])[C@H:61]2[OH:70])[C@H](O)[C@@H](O[C@H]2O[C@H](CO)[C@@H](O)[C@H](N)[C@H]2O)[C@@H]1N.COC1C=C(CC2C=NC(N)=NC=2N)C=C(OC)C=1OC.C(O)[C@H]1O[C@@H](O[C@H]2[C@H](O)[C@@](O)(CO)O[C@@H]2CO)[C@H](O)[C@@H](O)[C@H]1O.O. Product: [O:59]=[CH:60][C@H:61]([C@@H:62]([C@@H:63]([C@H:64]([CH3:66])[OH:65])[OH:68])[OH:69])[OH:70]. The catalyst class is: 610. (7) Reactant: [CH2:1]([C:4]1([OH:14])[CH2:9][CH2:8][N:7]([S:10]([CH3:13])(=[O:12])=[O:11])[CH2:6][CH2:5]1)[CH:2]=C.N1C(C)=CC=CC=1C.I([O-])(=O)(=O)=[O:24].[Na+].C([O-])(O)=O.[Na+]. Product: [OH:14][C:4]1([CH2:1][CH:2]=[O:24])[CH2:9][CH2:8][N:7]([S:10]([CH3:13])(=[O:12])=[O:11])[CH2:6][CH2:5]1. The catalyst class is: 785. (8) Reactant: [OH:1][CH2:2][CH2:3][C@@H:4]1[C@@H:12]([O:13][C:14]2[CH:19]=[CH:18][CH:17]=[CH:16][CH:15]=2)[C@H:11]([CH3:20])[O:10][C:9](=[O:21])[C@@H:8]([NH:22][C:23](=[O:29])[O:24][C:25]([CH3:28])([CH3:27])[CH3:26])[CH2:7][CH2:6][CH2:5]1.CC(OI1(OC(C)=O)(OC(C)=O)OC(=O)C2C=CC=CC1=2)=O. Product: [CH3:20][C@@H:11]1[O:10][C:9](=[O:21])[C@@H:8]([NH:22][C:23](=[O:29])[O:24][C:25]([CH3:28])([CH3:27])[CH3:26])[CH2:7][CH2:6][CH2:5][C@H:4]([CH2:3][CH:2]=[O:1])[C@H:12]1[O:13][C:14]1[CH:15]=[CH:16][CH:17]=[CH:18][CH:19]=1. The catalyst class is: 2. (9) Reactant: [O:1]1[C:5]2([C@@H:9]([NH:10][C:11](=[O:26])[CH2:12][NH:13][C:14](=[O:25])[C:15]3[CH:20]=[CH:19][CH:18]=[C:17]([C:21]([F:24])([F:23])[F:22])[CH:16]=3)[CH2:8][NH:7][CH2:6]2)[CH2:4][CH2:3][CH2:2]1.[OH:27][C:28]1([C:35]2[CH:40]=[CH:39][CH:38]=[CH:37][CH:36]=2)[CH2:33][CH2:32][C:31](=O)[CH2:30][CH2:29]1.C(O[BH-](OC(=O)C)OC(=O)C)(=O)C.[Na+].CCN(CC)CC. Product: [OH:27][C:28]1([C:35]2[CH:36]=[CH:37][CH:38]=[CH:39][CH:40]=2)[CH2:29][CH2:30][CH:31]([N:7]2[CH2:8][C@H:9]([NH:10][C:11](=[O:26])[CH2:12][NH:13][C:14](=[O:25])[C:15]3[CH:20]=[CH:19][CH:18]=[C:17]([C:21]([F:23])([F:24])[F:22])[CH:16]=3)[C:5]3([O:1][CH2:2][CH2:3][CH2:4]3)[CH2:6]2)[CH2:32][CH2:33]1. The catalyst class is: 1. (10) Reactant: [C:1]([O:5][C:6](=[O:18])[NH:7][C:8]1[CH:13]=[C:12]([C:14]#[N:15])[CH:11]=[C:10](Br)[C:9]=1[Cl:17])([CH3:4])([CH3:3])[CH3:2].[O:19]1[CH2:22][CH:21]([N:23]2[CH2:28][CH2:27][NH:26][CH2:25][CH:24]2[C:29]([O:31][CH3:32])=[O:30])[CH2:20]1.CN1CCNCC1C(OC)=O.C1C=CC(P(C2C(C3C(P(C4C=CC=CC=4)C4C=CC=CC=4)=CC=C4C=3C=CC=C4)=C3C(C=CC=C3)=CC=2)C2C=CC=CC=2)=CC=1.C([O-])([O-])=O.[Cs+].[Cs+]. Product: [C:1]([O:5][C:6]([NH:7][C:8]1[C:9]([Cl:17])=[C:10]([N:26]2[CH2:27][CH2:28][N:23]([CH:21]3[CH2:22][O:19][CH2:20]3)[CH:24]([C:29]([O:31][CH3:32])=[O:30])[CH2:25]2)[CH:11]=[C:12]([C:14]#[N:15])[CH:13]=1)=[O:18])([CH3:4])([CH3:3])[CH3:2]. The catalyst class is: 187.